Dataset: Full USPTO retrosynthesis dataset with 1.9M reactions from patents (1976-2016). Task: Predict the reactants needed to synthesize the given product. (1) The reactants are: [CH2:1]([O:8][C:9]([N:11]1[CH2:16][CH2:15][N:14]([C:17]([O:19][C:20]([CH3:23])([CH3:22])[CH3:21])=[O:18])[C@@H:13]([CH2:24][C:25]([OH:27])=[O:26])[CH2:12]1)=[O:10])[C:2]1[CH:7]=[CH:6][CH:5]=[CH:4][CH:3]=1.[C:28](=O)([O-])[O-].[K+].[K+].IC. Given the product [C:20]([O:19][C:17]([N:14]1[CH2:15][CH2:16][N:11]([C:9]([O:8][CH2:1][C:2]2[CH:3]=[CH:4][CH:5]=[CH:6][CH:7]=2)=[O:10])[CH2:12][C@@H:13]1[CH2:24][C:25]([O:27][CH3:28])=[O:26])=[O:18])([CH3:22])([CH3:23])[CH3:21], predict the reactants needed to synthesize it. (2) Given the product [CH3:24][O:25][C:26](=[O:45])[CH2:27][C:28]1[CH:29]=[C:30]([C:2]2[CH:21]=[CH:20][C:19]([O:22][CH3:23])=[CH:18][C:3]=2[CH2:4][N:5]2[C@@H:9]([CH3:10])[C@@H:8]([C:11]3[CH:16]=[CH:15][CH:14]=[CH:13][CH:12]=3)[O:7][C:6]2=[O:17])[C:31]([O:34][CH3:35])=[CH:32][CH:33]=1, predict the reactants needed to synthesize it. The reactants are: Br[C:2]1[CH:21]=[CH:20][C:19]([O:22][CH3:23])=[CH:18][C:3]=1[CH2:4][N:5]1[C@@H:9]([CH3:10])[C@@H:8]([C:11]2[CH:16]=[CH:15][CH:14]=[CH:13][CH:12]=2)[O:7][C:6]1=[O:17].[CH3:24][O:25][C:26](=[O:45])[CH2:27][C:28]1[CH:33]=[CH:32][C:31]([O:34][CH3:35])=[C:30](B2OC(C)(C)C(C)(C)O2)[CH:29]=1. (3) Given the product [Cl:23][C:10]1[C:9]([CH2:8][C:1]([NH2:3])=[O:2])=[C:18]2[C:13]([CH:14]=[CH:15][C:16]([CH2:19][N:20]([CH3:21])[CH3:22])=[N:17]2)=[CH:12][CH:11]=1, predict the reactants needed to synthesize it. The reactants are: [CH:1]([NH2:3])=[O:2].C(OC(=O)[CH2:8][C:9]1[C:10]([Cl:23])=[CH:11][CH:12]=[C:13]2[C:18]=1[N:17]=[C:16]([CH2:19][N:20]([CH3:22])[CH3:21])[CH:15]=[CH:14]2)C.C[O-].[Na+]. (4) The reactants are: C(=O)([O-])[O-].[Cs+].[Cs+].[Cl:7][C:8]1[N:15]=[C:14]([CH:16]2[CH2:20][CH2:19][CH2:18][CH2:17]2)[CH:13]=[C:12]([C:21]2[CH:26]=[CH:25][C:24]([OH:27])=[CH:23][CH:22]=2)[C:9]=1[C:10]#[N:11].[CH2:28](Br)[C:29]1[CH:34]=[CH:33][CH:32]=[CH:31][CH:30]=1. Given the product [CH2:28]([O:27][C:24]1[CH:23]=[CH:22][C:21]([C:12]2[C:9]([C:10]#[N:11])=[C:8]([Cl:7])[N:15]=[C:14]([CH:16]3[CH2:17][CH2:18][CH2:19][CH2:20]3)[CH:13]=2)=[CH:26][CH:25]=1)[C:29]1[CH:34]=[CH:33][CH:32]=[CH:31][CH:30]=1, predict the reactants needed to synthesize it. (5) The reactants are: F[C:2]1[CH:7]=[CH:6][C:5]([N+:8]([O-])=O)=[C:4](C)[CH:3]=1.[NH:12]1[CH2:17]COC[CH2:13]1.CC1C=[C:21]([N:28]2[CH2:33][CH2:32][O:31][CH2:30][CH2:29]2)[CH:22]=CC=1[N+]([O-])=O.CC1C=C(N2CC[O:44][CH2:43]C2)C=CC=1N.Cl[C:49]1[N:54]=[C:53]([NH:55][C:56]2[CH:61]=[CH:60][C:59]([N:62]3[CH2:67][CH2:66][O:65][CH2:64][CH2:63]3)=[CH:58][C:57]=2[CH3:68])[C:52]([Cl:69])=[CH:51][N:50]=1. Given the product [Cl:69][C:52]1[C:53]([NH:55][C:56]2[CH:61]=[CH:60][C:59]([N:62]3[CH2:67][CH2:66][O:65][CH2:64][CH2:63]3)=[CH:58][C:57]=2[CH3:68])=[N:54][C:49]([NH:8][C:5]2[C:4]([O:44][CH3:43])=[CH:3][C:2]3[CH2:32][CH2:33][N:28]([CH2:29][C:30]([N:12]([CH3:17])[CH3:13])=[O:31])[CH2:21][CH2:22][C:7]=3[CH:6]=2)=[N:50][CH:51]=1, predict the reactants needed to synthesize it. (6) Given the product [Br:1][C:2]1[CH:7]=[CH:6][C:5]([S:8][C:9]2[C:17]3[C:16](=[O:18])[CH2:15][C:14]([CH3:19])([CH3:20])[CH2:13][C:12]=3[N:11]([CH2:23][C:24]([O:26][CH2:27][CH3:28])=[O:25])[C:10]=2[CH3:21])=[CH:4][CH:3]=1, predict the reactants needed to synthesize it. The reactants are: [Br:1][C:2]1[CH:7]=[CH:6][C:5]([S:8][C:9]2[C:17]3[C:16](=[O:18])[CH2:15][C:14]([CH3:20])([CH3:19])[CH2:13][C:12]=3[NH:11][C:10]=2[CH3:21])=[CH:4][CH:3]=1.Br[CH2:23][C:24]([O:26][CH2:27][CH3:28])=[O:25].[H-].[Na+].